Dataset: Peptide-MHC class I binding affinity with 185,985 pairs from IEDB/IMGT. Task: Regression. Given a peptide amino acid sequence and an MHC pseudo amino acid sequence, predict their binding affinity value. This is MHC class I binding data. (1) The peptide sequence is RPNHTIKGSF. The MHC is HLA-B51:01 with pseudo-sequence HLA-B51:01. The binding affinity (normalized) is 0. (2) The peptide sequence is PIQKETWDTW. The MHC is HLA-A03:01 with pseudo-sequence HLA-A03:01. The binding affinity (normalized) is 0. (3) The peptide sequence is SIKFKRKLM. The MHC is HLA-B51:01 with pseudo-sequence HLA-B51:01. The binding affinity (normalized) is 0.0847. (4) The MHC is HLA-A02:03 with pseudo-sequence HLA-A02:03. The peptide sequence is NMDKVSAQNI. The binding affinity (normalized) is 0.101. (5) The peptide sequence is ALSLAAVLVV. The MHC is HLA-A02:01 with pseudo-sequence HLA-A02:01. The binding affinity (normalized) is 0.466. (6) The peptide sequence is KEKGGLDGL. The MHC is HLA-C06:02 with pseudo-sequence HLA-C06:02. The binding affinity (normalized) is 0. (7) The peptide sequence is KTYYHHTGY. The MHC is HLA-A03:01 with pseudo-sequence HLA-A03:01. The binding affinity (normalized) is 0.834.